Task: Predict the reaction yield, written as a fraction of the theoretical maximum amount of product (1.0 means a 100% yield; for example, 0.34 means a 34% yield).. Dataset: Reaction yield outcomes from USPTO patents with 853,638 reactions The reactants are [C:1]1([C:7]2[N:8]=[C:9]3[CH:14]=[CH:13][C:12]4[O:15][CH2:16][CH2:17][C:11]=4[N:10]3[CH:18]=2)[CH:6]=[CH:5][CH:4]=[CH:3][CH:2]=1.[CH3:19][NH:20][CH3:21].[CH2:22]=O. The catalyst is O.C(#N)C. The product is [CH3:19][N:20]([CH3:22])[CH2:21][C:18]1[N:10]2[C:11]3[CH2:17][CH2:16][O:15][C:12]=3[CH:13]=[CH:14][C:9]2=[N:8][C:7]=1[C:1]1[CH:2]=[CH:3][CH:4]=[CH:5][CH:6]=1. The yield is 0.950.